Task: Predict which catalyst facilitates the given reaction.. Dataset: Catalyst prediction with 721,799 reactions and 888 catalyst types from USPTO (1) Reactant: [OH-].[Na+].C[O:4][C:5](=[O:44])[CH2:6][C:7]1[CH:8]=[N:9][CH:10]=[C:11]([C:13]2[CH:18]=[CH:17][C:16]([C:19]([CH2:41][CH3:42])([C:22]3[CH:27]=[CH:26][C:25]([CH2:28][CH2:29][C:30]([OH:39])([C:35]([F:38])([F:37])[F:36])[C:31]([F:34])([F:33])[F:32])=[C:24]([CH3:40])[CH:23]=3)[CH2:20][CH3:21])=[CH:15][C:14]=2[CH3:43])[CH:12]=1.Cl. Product: [CH2:20]([C:19]([C:16]1[CH:17]=[CH:18][C:13]([C:11]2[CH:12]=[C:7]([CH2:6][C:5]([OH:44])=[O:4])[CH:8]=[N:9][CH:10]=2)=[C:14]([CH3:43])[CH:15]=1)([C:22]1[CH:27]=[CH:26][C:25]([CH2:28][CH2:29][C:30]([OH:39])([C:35]([F:36])([F:37])[F:38])[C:31]([F:34])([F:33])[F:32])=[C:24]([CH3:40])[CH:23]=1)[CH2:41][CH3:42])[CH3:21]. The catalyst class is: 5. (2) Reactant: [CH3:1][S:2]([C:5]1[CH:11]=[CH:10][C:8]([NH2:9])=[CH:7][CH:6]=1)(=[O:4])=[O:3].C[Al](C)C.[CH3:16][C:17]1[CH:24]=[CH:23][C:20]([C:21]#[N:22])=[CH:19][CH:18]=1. Product: [CH3:16][C:17]1[CH:24]=[CH:23][C:20]([C:21](=[NH:22])[NH:9][C:8]2[CH:10]=[CH:11][C:5]([S:2]([CH3:1])(=[O:3])=[O:4])=[CH:6][CH:7]=2)=[CH:19][CH:18]=1. The catalyst class is: 648.